This data is from NCI-60 drug combinations with 297,098 pairs across 59 cell lines. The task is: Regression. Given two drug SMILES strings and cell line genomic features, predict the synergy score measuring deviation from expected non-interaction effect. (1) Drug 1: CC1=C(C(CCC1)(C)C)C=CC(=CC=CC(=CC(=O)O)C)C. Drug 2: CCN(CC)CCCC(C)NC1=C2C=C(C=CC2=NC3=C1C=CC(=C3)Cl)OC. Cell line: HL-60(TB). Synergy scores: CSS=61.3, Synergy_ZIP=-4.10, Synergy_Bliss=-7.85, Synergy_Loewe=-11.6, Synergy_HSA=-4.34. (2) Synergy scores: CSS=-8.66, Synergy_ZIP=4.59, Synergy_Bliss=-1.94, Synergy_Loewe=-12.5, Synergy_HSA=-11.4. Drug 1: CS(=O)(=O)C1=CC(=C(C=C1)C(=O)NC2=CC(=C(C=C2)Cl)C3=CC=CC=N3)Cl. Cell line: HL-60(TB). Drug 2: CS(=O)(=O)CCNCC1=CC=C(O1)C2=CC3=C(C=C2)N=CN=C3NC4=CC(=C(C=C4)OCC5=CC(=CC=C5)F)Cl. (3) Drug 1: C1=NC(=NC(=O)N1C2C(C(C(O2)CO)O)O)N. Drug 2: COCCOC1=C(C=C2C(=C1)C(=NC=N2)NC3=CC=CC(=C3)C#C)OCCOC.Cl. Cell line: TK-10. Synergy scores: CSS=34.5, Synergy_ZIP=1.09, Synergy_Bliss=0.981, Synergy_Loewe=-4.14, Synergy_HSA=3.77. (4) Drug 1: C1CN1P(=S)(N2CC2)N3CC3. Drug 2: N.N.Cl[Pt+2]Cl. Cell line: TK-10. Synergy scores: CSS=27.7, Synergy_ZIP=-6.64, Synergy_Bliss=2.34, Synergy_Loewe=-2.14, Synergy_HSA=1.17. (5) Drug 1: CC1CCC2CC(C(=CC=CC=CC(CC(C(=O)C(C(C(=CC(C(=O)CC(OC(=O)C3CCCCN3C(=O)C(=O)C1(O2)O)C(C)CC4CCC(C(C4)OC)OCCO)C)C)O)OC)C)C)C)OC. Drug 2: CC1CCCC2(C(O2)CC(NC(=O)CC(C(C(=O)C(C1O)C)(C)C)O)C(=CC3=CSC(=N3)C)C)C. Cell line: COLO 205. Synergy scores: CSS=61.3, Synergy_ZIP=6.15, Synergy_Bliss=3.29, Synergy_Loewe=6.60, Synergy_HSA=7.24. (6) Drug 1: C1=CC(=CC=C1CCC2=CNC3=C2C(=O)NC(=N3)N)C(=O)NC(CCC(=O)O)C(=O)O. Drug 2: C1CN(P(=O)(OC1)NCCCl)CCCl. Cell line: CAKI-1. Synergy scores: CSS=12.2, Synergy_ZIP=-1.26, Synergy_Bliss=-1.21, Synergy_Loewe=-13.5, Synergy_HSA=-1.48.